Dataset: Forward reaction prediction with 1.9M reactions from USPTO patents (1976-2016). Task: Predict the product of the given reaction. (1) Given the reactants [CH3:1][O:2][C:3]1([CH2:13][C:14]2[CH:19]=[CH:18][CH:17]=[CH:16][C:15]=2[CH3:20])[CH2:12][CH2:11][C:6]2(OCC[O:7]2)[CH2:5][CH2:4]1.O.O.C1(C)C=CC(S(O)(=O)=O)=CC=1, predict the reaction product. The product is: [CH3:1][O:2][C:3]1([CH2:13][C:14]2[CH:19]=[CH:18][CH:17]=[CH:16][C:15]=2[CH3:20])[CH2:12][CH2:11][C:6](=[O:7])[CH2:5][CH2:4]1. (2) Given the reactants [CH:1]1([CH2:4][O:5][C:6]2[CH:14]=[CH:13][C:12]([S:15]([CH3:18])(=[O:17])=[O:16])=[CH:11][C:7]=2[C:8]([OH:10])=O)[CH2:3][CH2:2]1.Cl.[Cl:20][C:21]1[CH:26]=[CH:25][C:24]([C:27]2[CH2:28][CH2:29][NH:30][CH2:31][CH:32]=2)=[CH:23][CH:22]=1, predict the reaction product. The product is: [Cl:20][C:21]1[CH:26]=[CH:25][C:24]([C:27]2[CH2:32][CH2:31][N:30]([C:8]([C:7]3[CH:11]=[C:12]([S:15]([CH3:18])(=[O:17])=[O:16])[CH:13]=[CH:14][C:6]=3[O:5][CH2:4][CH:1]3[CH2:2][CH2:3]3)=[O:10])[CH2:29][CH:28]=2)=[CH:23][CH:22]=1. (3) The product is: [Cl:1][C:2]1[CH:7]=[CH:6][C:5]([S:8]([C:11](=[C:14]([NH:17][C:18]2[CH:23]=[C:22]([O:24][CH3:25])[CH:21]=[C:20]([O:26][CH3:27])[CH:19]=2)[NH:34][CH:29]([CH3:28])[C:30]([CH3:33])([CH3:32])[CH3:31])[C:12]#[N:13])(=[O:10])=[O:9])=[CH:4][CH:3]=1. Given the reactants [Cl:1][C:2]1[CH:7]=[CH:6][C:5]([S:8]([C:11](=[C:14]([NH:17][C:18]2[CH:23]=[C:22]([O:24][CH3:25])[CH:21]=[C:20]([O:26][CH3:27])[CH:19]=2)SC)[C:12]#[N:13])(=[O:10])=[O:9])=[CH:4][CH:3]=1.[CH3:28][CH:29]([NH2:34])[C:30]([CH3:33])([CH3:32])[CH3:31], predict the reaction product. (4) Given the reactants [CH2:1]=[CH2:2].[CH2:3]=[CH:4][C:5]1[CH:10]=[CH:9][CH:8]=[CH:7][CH:6]=1, predict the reaction product. The product is: [CH2:3]=[CH:4][C:5]1[CH:10]=[CH:9][CH:8]=[CH:7][CH:6]=1.[CH2:1]=[CH2:2].